From a dataset of Forward reaction prediction with 1.9M reactions from USPTO patents (1976-2016). Predict the product of the given reaction. (1) Given the reactants [Br:1][C:2]1[CH:7]=[C:6](Br)[C:5]([N+:9]([O-:11])=[O:10])=[CH:4][N:3]=1.[C@H:12]([NH2:16])([CH2:14][CH3:15])[CH3:13].C(N(CC)CC)C, predict the reaction product. The product is: [Br:1][C:2]1[CH:7]=[C:6]([NH:16][C@@H:12]([CH2:14][CH3:15])[CH3:13])[C:5]([N+:9]([O-:11])=[O:10])=[CH:4][N:3]=1. (2) Given the reactants [NH2:1][C:2]1[C:7]([C:8]([F:11])([F:10])[F:9])=[CH:6][CH:5]=[CH:4][C:3]=1[C:12](=[O:21])[CH2:13][CH2:14][C:15]1[CH:20]=[CH:19][CH:18]=[CH:17][CH:16]=1.[N:22]([O-])=O.[Na+].O, predict the reaction product. The product is: [CH2:14]([C:13]1[N:22]=[N:1][C:2]2[C:3]([C:12]=1[OH:21])=[CH:4][CH:5]=[CH:6][C:7]=2[C:8]([F:9])([F:10])[F:11])[C:15]1[CH:16]=[CH:17][CH:18]=[CH:19][CH:20]=1. (3) Given the reactants CO.O.[CH3:4][C:5]([C:38]([OH:40])=[O:39])([C:7]1[CH:8]=[CH:9][C:10]([CH:13]([OH:37])[CH2:14][CH2:15][CH2:16][N:17]2[CH2:22][CH2:21][CH:20]([C:23]([OH:36])([C:30]3[CH:31]=[CH:32][CH:33]=[CH:34][CH:35]=3)[C:24]3[CH:25]=[CH:26][CH:27]=[CH:28][CH:29]=3)[CH2:19][CH2:18]2)=[CH:11][CH:12]=1)[CH3:6].[ClH:41], predict the reaction product. The product is: [CH3:6][C:5]([C:38]([OH:40])=[O:39])([C:7]1[CH:12]=[CH:11][C:10]([CH:13]([OH:37])[CH2:14][CH2:15][CH2:16][N:17]2[CH2:18][CH2:19][CH:20]([C:23]([OH:36])([C:24]3[CH:29]=[CH:28][CH:27]=[CH:26][CH:25]=3)[C:30]3[CH:31]=[CH:32][CH:33]=[CH:34][CH:35]=3)[CH2:21][CH2:22]2)=[CH:9][CH:8]=1)[CH3:4].[ClH:41].